Predict the product of the given reaction. From a dataset of Forward reaction prediction with 1.9M reactions from USPTO patents (1976-2016). (1) Given the reactants [CH2:1]([N:5]1[C:10]2[S:11][CH:12]=[CH:13][C:9]=2[C:8](=[O:14])O[C:6]1=[O:15])[CH:2]([CH3:4])[CH3:3].C([C:18](CC)([C:22]([O-:24])=[O:23])C([O-])=O)C.[H-].[Na+].CN(C)[C:31](=O)[CH3:32], predict the reaction product. The product is: [OH:14][C:8]1[C:9]2[CH:13]=[CH:12][S:11][C:10]=2[N:5]([CH2:1][CH:2]([CH3:3])[CH3:4])[C:6](=[O:15])[C:18]=1[C:22]([O:24][CH2:31][CH3:32])=[O:23]. (2) Given the reactants [CH:1]1([NH:4][CH:5]2[CH2:10][CH2:9][N:8]([C:11]3[C:16]([F:17])=[CH:15][C:14]([C:18]([F:21])([F:20])[F:19])=[CH:13][N:12]=3)[CH2:7][CH2:6]2)[CH2:3][CH2:2]1.[N:22]1([C:27]2[CH:35]=[CH:34][C:30]([C:31](O)=[O:32])=[CH:29][CH:28]=2)[CH:26]=[N:25][CH:24]=[N:23]1, predict the reaction product. The product is: [CH:1]1([N:4]([CH:5]2[CH2:10][CH2:9][N:8]([C:11]3[C:16]([F:17])=[CH:15][C:14]([C:18]([F:20])([F:19])[F:21])=[CH:13][N:12]=3)[CH2:7][CH2:6]2)[C:31](=[O:32])[C:30]2[CH:29]=[CH:28][C:27]([N:22]3[CH:26]=[N:25][CH:24]=[N:23]3)=[CH:35][CH:34]=2)[CH2:2][CH2:3]1. (3) The product is: [Br:11][C:12]1[CH:20]=[CH:19][C:15]([C:16]([C:8]2[CH:7]=[CH:6][C:5]([CH2:4][CH2:3][CH2:2][CH3:1])=[CH:10][CH:9]=2)=[O:17])=[CH:14][CH:13]=1. Given the reactants [CH3:1][CH2:2][CH2:3][CH2:4][C:5]1[CH:6]=[CH:7][CH:8]=[CH:9][CH:10]=1.[Br:11][C:12]1[CH:20]=[CH:19][C:15]([C:16](Cl)=[O:17])=[CH:14][CH:13]=1, predict the reaction product. (4) Given the reactants [CH2:1]([O:5][CH2:6][CH2:7][O:8][C:9]1[CH:14]=[CH:13][C:12]([C:15]2[CH:16]=[CH:17][C:18]3[N:25]([CH2:26][CH:27]([CH3:29])[CH3:28])[CH2:24][CH2:23][CH2:22][C:21]([C:30]([NH:32][C:33]4[CH:38]=[CH:37][C:36]([S:39]([CH2:41][C:42]5[N:46]([CH2:47][CH2:48][CH3:49])[CH:45]=[N:44][CH:43]=5)=[O:40])=[CH:35][CH:34]=4)=[O:31])=[CH:20][C:19]=3[CH:50]=2)=[CH:11][CH:10]=1)[CH2:2][CH2:3][CH3:4].[CH3:51][S:52]([OH:55])(=[O:54])=[O:53], predict the reaction product. The product is: [CH3:51][S:52]([OH:55])(=[O:54])=[O:53].[CH2:1]([O:5][CH2:6][CH2:7][O:8][C:9]1[CH:14]=[CH:13][C:12]([C:15]2[CH:16]=[CH:17][C:18]3[N:25]([CH2:26][CH:27]([CH3:28])[CH3:29])[CH2:24][CH2:23][CH2:22][C:21]([C:30]([NH:32][C:33]4[CH:34]=[CH:35][C:36]([S:39]([CH2:41][C:42]5[N:46]([CH2:47][CH2:48][CH3:49])[CH:45]=[N:44][CH:43]=5)=[O:40])=[CH:37][CH:38]=4)=[O:31])=[CH:20][C:19]=3[CH:50]=2)=[CH:11][CH:10]=1)[CH2:2][CH2:3][CH3:4].